This data is from Catalyst prediction with 721,799 reactions and 888 catalyst types from USPTO. The task is: Predict which catalyst facilitates the given reaction. (1) Reactant: [CH:1](OCC)=[O:2].Cl.[CH3:7][O:8][C:9](=[O:13])[CH2:10][NH:11][CH3:12].C(=O)([O-])[O-].[K+].[K+]. Product: [CH3:7][O:8][C:9](=[O:13])[CH2:10][N:11]([CH:1]=[O:2])[CH3:12]. The catalyst class is: 14. (2) Reactant: [CH3:1][O:2][C:3]([C:5]1[CH:6]=[C:7]2[CH:12]=[CH:11][N:10]=[CH:9][N:8]2[C:13]=1[NH:14][C:15]1[CH:20]=[CH:19][C:18]([I:21])=[CH:17][C:16]=1[F:22])=[O:4].C1C(=O)N([Cl:30])C(=O)C1. Product: [CH3:1][O:2][C:3]([C:5]1[C:6]([Cl:30])=[C:7]2[CH:12]=[CH:11][N:10]=[CH:9][N:8]2[C:13]=1[NH:14][C:15]1[CH:20]=[CH:19][C:18]([I:21])=[CH:17][C:16]=1[F:22])=[O:4]. The catalyst class is: 34. (3) Reactant: Cl.[F:2][C:3]1[CH:8]=[CH:7][C:6]([NH:9][C:10]([O:12][N:13]=[C:14]2[CH2:19][CH2:18][N:17](C(OC(C)(C)C)=O)[CH2:16][CH2:15]2)=[O:11])=[CH:5][CH:4]=1. Product: [F:2][C:3]1[CH:8]=[CH:7][C:6]([NH:9][C:10]([O:12][N:13]=[C:14]2[CH2:19][CH2:18][NH:17][CH2:16][CH2:15]2)=[O:11])=[CH:5][CH:4]=1. The catalyst class is: 12. (4) Reactant: Br[C:2]1[CH:3]=[CH:4][C:5]([C:8]([OH:11])([CH3:10])[CH3:9])=[N:6][CH:7]=1.[CH3:12][C:13]1([CH3:29])[C:17]([CH3:19])([CH3:18])[O:16][B:15]([B:15]2[O:16][C:17]([CH3:19])([CH3:18])[C:13]([CH3:29])([CH3:12])[O:14]2)[O:14]1.C([O-])(=O)C.[K+]. Product: [CH3:12][C:13]1([CH3:29])[C:17]([CH3:19])([CH3:18])[O:16][B:15]([C:2]2[CH:3]=[CH:4][C:5]([C:8]([OH:11])([CH3:10])[CH3:9])=[N:6][CH:7]=2)[O:14]1. The catalyst class is: 75. (5) Reactant: [O-][S:2](C(F)(F)F)(=[O:4])=[O:3].N1(S(N2C=C[N+](C)=C2)(=O)=O)C=CN=C1.[NH2:23][CH2:24][C:25]1([NH:42][C:43]2[CH:48]=[CH:47][CH:46]=[C:45]([F:49])[CH:44]=2)[CH2:30][CH2:29][N:28]([C:31]([O:33][CH2:34][C:35]2[CH:40]=[CH:39][CH:38]=[CH:37][CH:36]=2)=[O:32])[C@@H:27]([CH3:41])[CH2:26]1. Product: [F:49][C:45]1[CH:44]=[C:43]([N:42]2[C:25]3([CH2:30][CH2:29][N:28]([C:31]([O:33][CH2:34][C:35]4[CH:36]=[CH:37][CH:38]=[CH:39][CH:40]=4)=[O:32])[C@@H:27]([CH3:41])[CH2:26]3)[CH2:24][NH:23][S:2]2(=[O:3])=[O:4])[CH:48]=[CH:47][CH:46]=1. The catalyst class is: 10. (6) Reactant: [C:1]([O:4][C@H:5]([CH3:23])[CH2:6][CH2:7][CH2:8][CH2:9][N:10]1[C:19](=[O:20])[C:18]2[NH:17][C:16]([Br:21])=[N:15][C:14]=2[N:13]([CH3:22])[C:11]1=[O:12])(=[O:3])[CH3:2].C1(P(C2C=CC=CC=2)C2C=CC=CC=2)C=CC=CC=1.[C:43]([O:47][C:48]([NH:50][CH2:51][CH2:52]CO)=[O:49])([CH3:46])([CH3:45])[CH3:44].CCOC(/N=N/C(OCC)=O)=O. Product: [C:1]([O:4][C@H:5]([CH3:23])[CH2:6][CH2:7][CH2:8][CH2:9][N:10]1[C:19](=[O:20])[C:18]2[N:17]([CH2:52][CH2:51][NH:50][C:48]([O:47][C:43]([CH3:46])([CH3:45])[CH3:44])=[O:49])[C:16]([Br:21])=[N:15][C:14]=2[N:13]([CH3:22])[C:11]1=[O:12])(=[O:3])[CH3:2]. The catalyst class is: 26. (7) Reactant: [CH2:1]([O:8][C:9]([NH:11][CH2:12][CH2:13][CH2:14][CH2:15][CH:16]([C:22]([O-])=O)[C:17]([O:19][CH2:20][CH3:21])=[O:18])=[O:10])[C:2]1[CH:7]=[CH:6][CH:5]=[CH:4][CH:3]=1.C=O.C(NCC)C. Product: [CH2:1]([O:8][C:9]([NH:11][CH2:12][CH2:13][CH2:14][CH2:15][C:16](=[CH2:22])[C:17]([O:19][CH2:20][CH3:21])=[O:18])=[O:10])[C:2]1[CH:3]=[CH:4][CH:5]=[CH:6][CH:7]=1. The catalyst class is: 13. (8) Reactant: [F:1][C:2]1[CH:7]=[CH:6][C:5]([O:8][CH3:9])=[CH:4][C:3]=1[NH:10][C:11]1[N:19]=[CH:18][CH:17]=[CH:16][C:12]=1[C:13]([OH:15])=O.[CH3:20][C:21]([NH2:25])([C:23]#[CH:24])[CH3:22].C1C=CC2N(O)N=NC=2C=1.CCN=C=NCCCN(C)C.CCN(C(C)C)C(C)C. Product: [F:1][C:2]1[CH:7]=[CH:6][C:5]([O:8][CH3:9])=[CH:4][C:3]=1[NH:10][C:11]1[N:19]=[CH:18][CH:17]=[CH:16][C:12]=1[C:13]([NH:25][C:21]([CH3:22])([C:23]#[CH:24])[CH3:20])=[O:15]. The catalyst class is: 2.